The task is: Predict the reactants needed to synthesize the given product.. This data is from Full USPTO retrosynthesis dataset with 1.9M reactions from patents (1976-2016). (1) Given the product [C:7]([O:11][C:1](=[O:5])[C:2]([Cl:4])=[O:3])([CH3:10])([CH3:9])[CH3:8], predict the reactants needed to synthesize it. The reactants are: [C:1](Cl)(=[O:5])[C:2]([Cl:4])=[O:3].[C:7]([OH:11])([CH3:10])([CH3:9])[CH3:8]. (2) Given the product [F:1][C:2]([F:7])([F:6])[C:3]([OH:5])=[O:4].[F:1][C:2]([F:7])([F:6])[C:3]([OH:5])=[O:4].[NH2:14][CH2:15][C:16]1[CH:21]=[CH:20][C:19]([Cl:22])=[CH:18][C:17]=1[CH2:23][NH:24][C:25]([C@@H:27]1[CH2:31][CH2:30][CH2:29][N:28]1[C:32]([C:34]1([OH:44])[C:43]2[N:42]=[CH:41][CH:40]=[CH:39][C:38]=2[CH2:37][CH2:36][CH2:35]1)=[O:33])=[O:26], predict the reactants needed to synthesize it. The reactants are: [F:1][C:2]([F:7])([F:6])[C:3]([OH:5])=[O:4].C(OC(=O)[NH:14][CH2:15][C:16]1[CH:21]=[CH:20][C:19]([Cl:22])=[CH:18][C:17]=1[CH2:23][NH:24][C:25]([C@@H:27]1[CH2:31][CH2:30][CH2:29][N:28]1[C:32]([C:34]1([OH:44])[C:43]2[N:42]=[CH:41][CH:40]=[CH:39][C:38]=2[CH2:37][CH2:36][CH2:35]1)=[O:33])=[O:26])(C)(C)C. (3) Given the product [CH2:3]([O:7][CH2:8][CH2:9][O:10][C:11]1[CH:12]=[CH:13][C:14]([C:17]2[CH:18]=[CH:19][C:20]3[N:27]([CH2:36][C:35]([CH3:37])=[CH2:34])[CH2:26][CH2:25][CH2:24][C:23]([C:28]([O:30][CH3:31])=[O:29])=[CH:22][C:21]=3[CH:32]=2)=[CH:15][CH:16]=1)[CH2:4][CH2:5][CH3:6], predict the reactants needed to synthesize it. The reactants are: [OH-].[Na+].[CH2:3]([O:7][CH2:8][CH2:9][O:10][C:11]1[CH:16]=[CH:15][C:14]([C:17]2[CH:18]=[CH:19][C:20]3[NH:27][CH2:26][CH2:25][CH2:24][C:23]([C:28]([O:30][CH3:31])=[O:29])=[CH:22][C:21]=3[CH:32]=2)=[CH:13][CH:12]=1)[CH2:4][CH2:5][CH3:6].Br[CH2:34][C:35]([CH3:37])=[CH2:36].[I-].[Na+]. (4) The reactants are: [Cl:1][C:2]1[C:7](OC=C=O)=[C:6](OC)[C:5]([O:14][CH2:15][C:16]2[C:21]([O:22][CH3:23])=[CH:20][CH:19]=[C:18]([F:24])[C:17]=2[F:25])=[CH:4][C:3]=1[N:26]1[C:34](=[O:35])[NH:33][C:32]2[C:27]1=[N:28][C:29]([CH3:38])=[N:30][C:31]=2[O:36][CH3:37].[O:39]1[CH2:43][CH2:42]CC1.[BH4-].[Na+].Cl.C([OH:49])C. Given the product [Cl:1][C:2]1[CH:7]=[C:6]([O:49][CH2:42][CH2:43][OH:39])[C:5]([O:14][CH2:15][C:16]2[C:21]([O:22][CH3:23])=[CH:20][CH:19]=[C:18]([F:24])[C:17]=2[F:25])=[CH:4][C:3]=1[N:26]1[C:34](=[O:35])[NH:33][C:32]2[C:27]1=[N:28][C:29]([CH3:38])=[N:30][C:31]=2[O:36][CH3:37], predict the reactants needed to synthesize it. (5) Given the product [CH2:10]1[C:9]2([CH2:13][CH2:14][NH:6][CH2:7][CH2:8]2)[CH2:12][O:11]1, predict the reactants needed to synthesize it. The reactants are: COC1C=C(OC)C=CC=1C[N:6]1[CH2:14][CH2:13][C:9]2([CH2:12][O:11][CH2:10]2)[CH2:8][CH2:7]1. (6) Given the product [CH:8]1[C:9]2[C:4](=[CH:3][C:2]([C:12]#[N:13])=[CH:11][CH:10]=2)[CH:5]=[CH:6][N:7]=1, predict the reactants needed to synthesize it. The reactants are: Br[C:2]1[CH:3]=[C:4]2[C:9](=[CH:10][CH:11]=1)[CH:8]=[N:7][CH:6]=[CH:5]2.[CH3:12][N:13](C=O)C. (7) Given the product [Cl:1][CH2:2][CH2:3][CH2:4][S:5]([O:8][CH2:9][C:10]([CH3:25])([CH3:24])[C@@H:11]([OH:14])[CH:12]=[CH2:13])(=[O:7])=[O:6], predict the reactants needed to synthesize it. The reactants are: [Cl:1][CH2:2][CH2:3][CH2:4][S:5]([O:8][CH2:9][C:10]([CH3:25])([CH3:24])[C@@H:11]([O:14]CC1C=CC(OC)=CC=1)[CH:12]=[CH2:13])(=[O:7])=[O:6].ClC1C(=O)C(C#N)=C(C#N)C(=O)C=1Cl. (8) Given the product [Cl:1][C:2]1[CH:3]=[C:4]([N:20]2[C:28](=[O:29])[C:27]3[C:22](=[CH:23][CH:24]=[CH:25][CH:26]=3)[C:21]2=[O:30])[CH:5]=[C:6]([Cl:19])[C:7]=1[CH2:8][C:9]1[CH:14]=[C:13]([CH:15]([CH3:17])[CH3:16])[C:12](=[O:18])[N:11]([CH3:31])[N:10]=1, predict the reactants needed to synthesize it. The reactants are: [Cl:1][C:2]1[CH:3]=[C:4]([N:20]2[C:28](=[O:29])[C:27]3[C:22](=[CH:23][CH:24]=[CH:25][CH:26]=3)[C:21]2=[O:30])[CH:5]=[C:6]([Cl:19])[C:7]=1[CH2:8][C:9]1[CH:14]=[C:13]([CH:15]([CH3:17])[CH3:16])[C:12](=[O:18])[NH:11][N:10]=1.[CH3:31]OC(OC)N(C)C. (9) Given the product [C:29]([C:26]1[CH:25]=[CH:24][C:23]([C:21](=[O:22])[CH2:20][CH2:19][C:18](=[O:32])[CH2:17][CH2:16][C:15]([OH:33])=[O:14])=[CH:28][CH:27]=1)(=[O:31])[NH2:30], predict the reactants needed to synthesize it. The reactants are: NC1C=CC(C(N)=O)=CC=1C.C([O:14][C:15](=[O:33])[CH2:16][CH2:17][C:18](=[O:32])[CH2:19][CH2:20][C:21]([C:23]1[CH:28]=[CH:27][C:26]([C:29](=[O:31])[NH2:30])=[CH:25][CH:24]=1)=[O:22])C.C1(C)C=CC(S(O)(=O)=O)=CC=1. (10) Given the product [F:2][C:3]1[CH:4]=[C:5]([B:12]([OH:15])[OH:13])[CH:6]=[C:7]([F:10])[C:8]=1[F:9], predict the reactants needed to synthesize it. The reactants are: [Mg].[F:2][C:3]1[CH:4]=[C:5](Br)[CH:6]=[C:7]([F:10])[C:8]=1[F:9].[B:12](OC)([O:15]C)[O:13]C.Cl.